Predict which catalyst facilitates the given reaction. From a dataset of Catalyst prediction with 721,799 reactions and 888 catalyst types from USPTO. (1) Reactant: [F:1][C:2]1[CH:7]=[CH:6][C:5]([CH:8]([OH:25])[CH2:9][N:10]([CH3:24])[S:11]([C:14]2[C:15]3[CH2:22][CH2:21][CH2:20][C:19](=O)[C:16]=3[S:17][CH:18]=2)(=[O:13])=[O:12])=[CH:4][CH:3]=1.Cl.[NH2:27][O:28][C:29]([N:31]([CH3:33])[CH3:32])=[O:30]. Product: [CH3:32][N:31]([CH3:33])[C:29]([O:28]/[N:27]=[C:19]1/[CH2:20][CH2:21][CH2:22][C:15]2[C:14]([S:11]([N:10]([CH2:9][CH:8]([C:5]3[CH:6]=[CH:7][C:2]([F:1])=[CH:3][CH:4]=3)[OH:25])[CH3:24])(=[O:12])=[O:13])=[CH:18][S:17][C:16]/1=2)=[O:30]. The catalyst class is: 15. (2) Reactant: Br[C:2]1[CH:3]=[CH:4][CH:5]=[C:6]2[C:11]=1[N:10]=[CH:9][C:8]([C:12]([O:14][CH2:15][CH3:16])=[O:13])=[CH:7]2.[CH3:17][O:18][C:19]1[CH:24]=[CH:23][CH:22]=[CH:21][C:20]=1B(O)O.C([O-])([O-])=O.[K+].[K+]. The catalyst class is: 339. Product: [CH3:17][O:18][C:19]1[CH:24]=[CH:23][CH:22]=[CH:21][C:20]=1[C:2]1[CH:3]=[CH:4][CH:5]=[C:6]2[C:11]=1[N:10]=[CH:9][C:8]([C:12]([O:14][CH2:15][CH3:16])=[O:13])=[CH:7]2. (3) Reactant: [H-].[H-].[H-].[H-].[Li+].[Al+3].C[O:8][C:9](=O)[CH2:10][C:11]1[CH:16]=[CH:15][C:14]([CH2:17][N:18]2[C:22]3=[N:23][C:24]([CH3:28])=[CH:25][C:26]([CH3:27])=[C:21]3[N:20]=[C:19]2[CH2:29][CH3:30])=[CH:13][CH:12]=1.[OH-].[Na+]. Product: [CH2:29]([C:19]1[N:18]([CH2:17][C:14]2[CH:13]=[CH:12][C:11]([CH2:10][CH2:9][OH:8])=[CH:16][CH:15]=2)[C:22]2=[N:23][C:24]([CH3:28])=[CH:25][C:26]([CH3:27])=[C:21]2[N:20]=1)[CH3:30]. The catalyst class is: 1. (4) Reactant: [Si]([O:8][CH:9]1[CH2:14][CH2:13][CH2:12][N:11]([C:15]2[CH:16]=[CH:17][C:18]([CH3:36])=[C:19]([CH:35]=2)[C:20]([NH:22][C:23]2[C:24]([CH3:34])=[C:25]([CH:30]=[CH:31][C:32]=2[CH3:33])[C:26]([O:28][CH3:29])=[O:27])=[O:21])[CH2:10]1)(C(C)(C)C)(C)C.[N+](CCCC)(CCCC)(CCCC)CCCC.[F-]. Product: [OH:8][CH:9]1[CH2:14][CH2:13][CH2:12][N:11]([C:15]2[CH:16]=[CH:17][C:18]([CH3:36])=[C:19]([CH:35]=2)[C:20]([NH:22][C:23]2[C:24]([CH3:34])=[C:25]([CH:30]=[CH:31][C:32]=2[CH3:33])[C:26]([O:28][CH3:29])=[O:27])=[O:21])[CH2:10]1. The catalyst class is: 1. (5) Reactant: C([O:3][C:4]([CH:6]1[CH2:11][CH2:10][CH:9]([NH:12][C:13]2[N:18]=[C:17]([N:19]3[C:27]4[C:22](=[C:23]([O:28][CH2:29][CH2:30][CH2:31][S:32](=[O:35])(=[O:34])[NH2:33])[CH:24]=[CH:25][CH:26]=4)[CH:21]=[CH:20]3)[CH:16]=[CH:15][N:14]=2)[CH2:8][CH2:7]1)=[O:5])C.O[Li].O.O.CCO. Product: [S:32]([CH2:31][CH2:30][CH2:29][O:28][C:23]1[CH:24]=[CH:25][CH:26]=[C:27]2[C:22]=1[CH:21]=[CH:20][N:19]2[C:17]1[CH:16]=[CH:15][N:14]=[C:13]([NH:12][CH:9]2[CH2:10][CH2:11][CH:6]([C:4]([OH:5])=[O:3])[CH2:7][CH2:8]2)[N:18]=1)(=[O:35])(=[O:34])[NH2:33]. The catalyst class is: 1. (6) Reactant: [CH2:1]([Mg]Br)[CH:2]=[CH2:3].[CH2:6](Cl)[C:7]#[CH:8].Cl[C:11]([O:13][CH3:14])=[O:12]. Product: [C:11]([O:13][CH3:14])(=[O:12])[C:3]#[C:2][CH2:1][CH2:8][CH:7]=[CH2:6]. The catalyst class is: 28. (7) Reactant: [NH2:1][C:2]1[S:3][CH:4]=[CH:5][N:6]=1.[CH3:7][C:8]([O:11][C:12](O[C:12]([O:11][C:8]([CH3:10])([CH3:9])[CH3:7])=[O:13])=[O:13])([CH3:10])[CH3:9]. Product: [C:8]([O:11][C:12](=[O:13])[NH:1][C:2]1[S:3][CH:4]=[CH:5][N:6]=1)([CH3:10])([CH3:9])[CH3:7]. The catalyst class is: 142.